From a dataset of Catalyst prediction with 721,799 reactions and 888 catalyst types from USPTO. Predict which catalyst facilitates the given reaction. (1) The catalyst class is: 13. Product: [CH3:39][O:38][C:35]1[CH:34]=[CH:33][C:32]([N:31]2[C:7]3([N:4]4[CH2:5][CH2:6][O:1][CH2:2][CH2:3]4)[C:8](=[O:22])[N:9]([C:13]4[CH:14]=[CH:15][C:16]([N+:19]([O-:21])=[O:20])=[CH:17][CH:18]=4)[CH2:10][CH2:11][CH:12]3[C:24]([C:25]([O:27][CH2:28][CH3:29])=[O:26])=[N:30]2)=[CH:37][CH:36]=1. Reactant: [O:1]1[CH2:6][CH2:5][N:4]([C:7]2[C:8](=[O:22])[N:9]([C:13]3[CH:18]=[CH:17][C:16]([N+:19]([O-:21])=[O:20])=[CH:15][CH:14]=3)[CH2:10][CH2:11][CH:12]=2)[CH2:3][CH2:2]1.Cl/[C:24](=[N:30]\[NH:31][C:32]1[CH:37]=[CH:36][C:35]([O:38][CH3:39])=[CH:34][CH:33]=1)/[C:25]([O:27][CH2:28][CH3:29])=[O:26].C(N(CC)CC)C.O. (2) Reactant: C(C1C=CC([OH:11])=CC=1)(C)(C)C.[C:12]1([P:18]([C:25]2[CH:30]=[CH:29][CH:28]=[CH:27][CH:26]=2)[C:19]2[CH:24]=[CH:23][CH:22]=[CH:21][CH:20]=2)[CH:17]=[CH:16][CH:15]=[CH:14][CH:13]=1.CCOC(/N=N/C(OCC)=O)=O.C1(C)C=CC=CC=1. Product: [C:25]1([P:18](=[O:11])([C:12]2[CH:13]=[CH:14][CH:15]=[CH:16][CH:17]=2)[C:19]2[CH:24]=[CH:23][CH:22]=[CH:21][CH:20]=2)[CH:26]=[CH:27][CH:28]=[CH:29][CH:30]=1. The catalyst class is: 1. (3) Reactant: Cl[C:2]1[N:11]=[CH:10][C:9]([CH2:12][C:13]2[CH:14]=[N:15][C:16]([O:19][CH3:20])=[CH:17][CH:18]=2)=[C:8]2[C:3]=1[CH:4]=[CH:5][CH:6]=[N:7]2.[Br:21][C:22]1[CH:23]=[C:24]([CH:26]=[CH:27][C:28]=1[CH2:29][CH3:30])[NH2:25].Cl.O1CCOCC1.C([O-])([O-])=O.[Na+].[Na+]. Product: [Br:21][C:22]1[CH:23]=[C:24]([CH:26]=[CH:27][C:28]=1[CH2:29][CH3:30])[NH:25][C:2]1[N:11]=[CH:10][C:9]([CH2:12][C:13]2[CH:14]=[N:15][C:16]([O:19][CH3:20])=[CH:17][CH:18]=2)=[C:8]2[C:3]=1[CH:4]=[CH:5][CH:6]=[N:7]2.[Br:21][C:22]1[CH:23]=[C:24]([CH:26]=[CH:27][C:28]=1[CH2:29][CH3:30])[NH:25][C:2]1[N:11]=[CH:10][C:9]([CH2:12][C:13]2[CH:14]=[N:15][C:16]([OH:19])=[CH:17][CH:18]=2)=[C:8]2[C:3]=1[CH:4]=[CH:5][CH:6]=[N:7]2. The catalyst class is: 191. (4) Reactant: [CH:1]1([CH2:6][C:7]([C:9]2[CH:28]=[CH:27][C:12]([O:13][CH2:14][CH2:15][CH2:16][CH2:17][O:18][C:19]3[CH:26]=[CH:25][C:22]([C:23]#[N:24])=[CH:21][CH:20]=3)=[C:11]([CH3:29])[C:10]=2[OH:30])=[O:8])[CH2:5][CH2:4][CH2:3][CH2:2]1.C[Si]([N:35]=[N+:36]=[N-:37])(C)C.C([Sn](=O)CCCC)CCC. Product: [CH:1]1([CH2:6][C:7]([C:9]2[CH:28]=[CH:27][C:12]([O:13][CH2:14][CH2:15][CH2:16][CH2:17][O:18][C:19]3[CH:26]=[CH:25][C:22]([C:23]4[N:35]=[N:36][NH:37][N:24]=4)=[CH:21][CH:20]=3)=[C:11]([CH3:29])[C:10]=2[OH:30])=[O:8])[CH2:5][CH2:4][CH2:3][CH2:2]1. The catalyst class is: 11. (5) Reactant: CS([N:5]1[C:9]2[CH:10]=[CH:11][CH:12]=[CH:13][C:8]=2[N:7]=[N:6]1)(=O)=O.[C:14]([N:18]1[CH2:23][CH2:22][CH:21]([CH2:24][C:25](O)=[O:26])[CH2:20][CH2:19]1)(=[O:17])[CH2:15][CH3:16].C(N(CC)CC)C. Product: [N:5]1([C:25](=[O:26])[CH2:24][CH:21]2[CH2:20][CH2:19][N:18]([C:14](=[O:17])[CH2:15][CH3:16])[CH2:23][CH2:22]2)[C:9]2[CH:10]=[CH:11][CH:12]=[CH:13][C:8]=2[N:7]=[N:6]1. The catalyst class is: 1. (6) Reactant: [CH2:1]([O:8][C:9]([NH:11][C:12]12[CH2:20][CH2:19][CH:16]([CH2:17][CH2:18]1)[CH2:15][N:14]1[C:21](=[O:31])[C:22]([OH:30])=[C:23]([C:25](OCC)=[O:26])[N:24]=[C:13]21)=[O:10])[C:2]1[CH:7]=[CH:6][CH:5]=[CH:4][CH:3]=1.[F:32][C:33]1[CH:38]=[CH:37][C:36]([CH2:39][NH2:40])=[CH:35][CH:34]=1.CCN(CC)CC. Product: [F:32][C:33]1[CH:38]=[CH:37][C:36]([CH2:39][NH:40][C:25]([C:23]2[N:24]=[C:13]3[C:12]4([NH:11][C:9](=[O:10])[O:8][CH2:1][C:2]5[CH:7]=[CH:6][CH:5]=[CH:4][CH:3]=5)[CH2:18][CH2:17][CH:16]([CH2:19][CH2:20]4)[CH2:15][N:14]3[C:21](=[O:31])[C:22]=2[OH:30])=[O:26])=[CH:35][CH:34]=1. The catalyst class is: 8.